Dataset: NCI-60 drug combinations with 297,098 pairs across 59 cell lines. Task: Regression. Given two drug SMILES strings and cell line genomic features, predict the synergy score measuring deviation from expected non-interaction effect. (1) Drug 1: C1=C(C(=O)NC(=O)N1)F. Drug 2: CC1=C(C=C(C=C1)NC(=O)C2=CC=C(C=C2)CN3CCN(CC3)C)NC4=NC=CC(=N4)C5=CN=CC=C5. Cell line: OVCAR-4. Synergy scores: CSS=43.4, Synergy_ZIP=0.965, Synergy_Bliss=-2.03, Synergy_Loewe=-4.41, Synergy_HSA=-1.95. (2) Cell line: MDA-MB-231. Drug 2: C(CCl)NC(=O)N(CCCl)N=O. Drug 1: CC(C)CN1C=NC2=C1C3=CC=CC=C3N=C2N. Synergy scores: CSS=9.60, Synergy_ZIP=-3.44, Synergy_Bliss=0.819, Synergy_Loewe=0.743, Synergy_HSA=0.830. (3) Drug 1: CC12CCC(CC1=CCC3C2CCC4(C3CC=C4C5=CN=CC=C5)C)O. Drug 2: CC1=C2C(C(=O)C3(C(CC4C(C3C(C(C2(C)C)(CC1OC(=O)C(C(C5=CC=CC=C5)NC(=O)OC(C)(C)C)O)O)OC(=O)C6=CC=CC=C6)(CO4)OC(=O)C)OC)C)OC. Cell line: HOP-62. Synergy scores: CSS=59.1, Synergy_ZIP=22.2, Synergy_Bliss=23.2, Synergy_Loewe=15.5, Synergy_HSA=23.2. (4) Drug 1: CC1=CC2C(CCC3(C2CCC3(C(=O)C)OC(=O)C)C)C4(C1=CC(=O)CC4)C. Drug 2: C1=C(C(=O)NC(=O)N1)N(CCCl)CCCl. Cell line: T-47D. Synergy scores: CSS=14.6, Synergy_ZIP=-4.11, Synergy_Bliss=0.949, Synergy_Loewe=2.90, Synergy_HSA=3.37. (5) Drug 1: COC1=NC(=NC2=C1N=CN2C3C(C(C(O3)CO)O)O)N. Drug 2: C1=NC(=NC(=O)N1C2C(C(C(O2)CO)O)O)N. Cell line: HCC-2998. Synergy scores: CSS=7.81, Synergy_ZIP=-5.13, Synergy_Bliss=-1.59, Synergy_Loewe=-11.7, Synergy_HSA=-0.762. (6) Drug 1: CC1=CC2C(CCC3(C2CCC3(C(=O)C)OC(=O)C)C)C4(C1=CC(=O)CC4)C. Drug 2: C1=C(C(=O)NC(=O)N1)N(CCCl)CCCl. Cell line: A498. Synergy scores: CSS=16.8, Synergy_ZIP=-6.88, Synergy_Bliss=1.32, Synergy_Loewe=2.45, Synergy_HSA=2.82. (7) Drug 1: CS(=O)(=O)C1=CC(=C(C=C1)C(=O)NC2=CC(=C(C=C2)Cl)C3=CC=CC=N3)Cl. Synergy scores: CSS=1.65, Synergy_ZIP=5.43, Synergy_Bliss=1.15, Synergy_Loewe=-1.97, Synergy_HSA=-2.15. Drug 2: C#CCC(CC1=CN=C2C(=N1)C(=NC(=N2)N)N)C3=CC=C(C=C3)C(=O)NC(CCC(=O)O)C(=O)O. Cell line: SK-MEL-5.